Task: Predict the product of the given reaction.. Dataset: Forward reaction prediction with 1.9M reactions from USPTO patents (1976-2016) (1) Given the reactants [F:1][C:2]1[C:3]([SH:10])=[C:4]([CH:7]=[CH:8][CH:9]=1)[C:5]#[N:6].[OH:11]S(O)(=O)=O.C([O-])(O)=O.[Na+], predict the reaction product. The product is: [F:1][C:2]1[C:3]2[S:10][NH:6][C:5](=[O:11])[C:4]=2[CH:7]=[CH:8][CH:9]=1. (2) Given the reactants C[N:2](C)[CH:3]=[C:4]([C:13]1C=CN=CN=1)[C:5]([C:7]1[S:8][CH:9]=[CH:10][C:11]=1[Cl:12])=O.O.[NH2:21]N.C([N:25]([CH2:28][CH3:29])[CH2:26][CH3:27])C, predict the reaction product. The product is: [Cl:12][C:11]1[CH:10]=[CH:9][S:8][C:7]=1[C:5]1[C:4]([C:13]2[CH:27]=[CH:26][N:25]=[CH:28][CH:29]=2)=[CH:3][NH:2][N:21]=1. (3) Given the reactants [CH:1]([C:4]([S:6][C:7]1[CH:15]=[CH:14][CH:13]=[CH:12][C:8]=1[C:9](O)=[O:10])=O)([CH3:3])[CH3:2].C([N:18](CC)CC)C.ClC(OCC)=O.[N-]=[N+]=[N-].[Na+].C(P(CCCC)CCCC)CCC, predict the reaction product. The product is: [C:1](=[C:4]1[NH:18][C:9](=[O:10])[C:8]2[CH:12]=[CH:13][CH:14]=[CH:15][C:7]=2[S:6]1)([CH3:3])[CH3:2]. (4) The product is: [ClH:44].[ClH:44].[CH3:1][NH:2][CH2:10][C:11]1[CH:15]=[C:14]([C:16]2[CH:21]=[CH:20][CH:19]=[CH:18][C:17]=2[CH3:22])[N:13]([S:23]([C:26]2[CH:27]=[N:28][CH:29]=[CH:30][CH:31]=2)(=[O:25])=[O:24])[CH:12]=1. Given the reactants [CH3:1][N:2]([CH2:10][C:11]1[CH:15]=[C:14]([C:16]2[CH:21]=[CH:20][CH:19]=[CH:18][C:17]=2[CH3:22])[N:13]([S:23]([C:26]2[CH:27]=[N:28][CH:29]=[CH:30][CH:31]=2)(=[O:25])=[O:24])[CH:12]=1)C(=O)OC(C)(C)C.FC(F)(F)C(O)=O.C(=O)([O-])O.[Na+].[Cl:44]CCl, predict the reaction product.